Dataset: Forward reaction prediction with 1.9M reactions from USPTO patents (1976-2016). Task: Predict the product of the given reaction. (1) Given the reactants O=C1C2C(=CC=CC=2)C(=O)[N:3]1[O:12][C@H:13]1[CH2:17][CH2:16][N:15]([C:18]([O:20][C:21]([CH3:24])([CH3:23])[CH3:22])=[O:19])[CH2:14]1.O[C@@H]1CCN(C(OC(C)(C)C)=O)C1.NN, predict the reaction product. The product is: [NH2:3][O:12][C@H:13]1[CH2:17][CH2:16][N:15]([C:18]([O:20][C:21]([CH3:24])([CH3:23])[CH3:22])=[O:19])[CH2:14]1. (2) Given the reactants C([C@H]1COC(=O)N1[C:14](=[O:24])[C@H:15]([C:17]1[CH:22]=[CH:21][C:20]([F:23])=[CH:19][CH:18]=1)[CH3:16])C1C=CC=CC=1.[BH4-].[Na+], predict the reaction product. The product is: [F:23][C:20]1[CH:19]=[CH:18][C:17]([C@H:15]([CH3:16])[CH2:14][OH:24])=[CH:22][CH:21]=1. (3) Given the reactants [O:1]=[S:2]1(=[O:32])[C:6]2[CH:7]=[CH:8][CH:9]=[CH:10][C:5]=2[C:4]([S:11][CH:12]([CH2:17][C:18]2[CH:23]=[CH:22][C:21]([O:24][CH2:25][C:26]3[CH:31]=[CH:30][CH:29]=[CH:28][CH:27]=3)=[CH:20][CH:19]=2)[C:13]([O:15]C)=[O:14])=[N:3]1.[OH-].[K+].Cl.O, predict the reaction product. The product is: [O:32]=[S:2]1(=[O:1])[C:6]2[CH:7]=[CH:8][CH:9]=[CH:10][C:5]=2[C:4]([S:11][CH:12]([CH2:17][C:18]2[CH:23]=[CH:22][C:21]([O:24][CH2:25][C:26]3[CH:27]=[CH:28][CH:29]=[CH:30][CH:31]=3)=[CH:20][CH:19]=2)[C:13]([OH:15])=[O:14])=[N:3]1. (4) Given the reactants [S:1]1[CH:5]=[CH:4][CH:3]=[C:2]1[CH2:6][C:7]([O:9][CH3:10])=[O:8].C1C(=O)N([Br:18])C(=O)C1, predict the reaction product. The product is: [Br:18][C:5]1[S:1][C:2]([CH2:6][C:7]([O:9][CH3:10])=[O:8])=[CH:3][CH:4]=1. (5) Given the reactants [CH3:1][O:2][CH2:3][O:4][C:5]1[CH:6]=[CH:7][C:8]2[C@@H:9]3[C@@H:17]([C@H:18]([CH2:22][CH2:23][CH2:24][CH2:25][O:26][CH2:27][CH2:28][O:29][CH2:30][CH2:31][O:32][CH2:33][CH2:34][O:35][CH2:36][CH2:37][O:38]CC4C=CC=CC=4)[CH2:19][C:20]=2[CH:21]=1)[C@H:16]1[C@@:12]([CH3:50])([C@@H:13]([O:46][CH2:47][O:48][CH3:49])[CH2:14][CH2:15]1)[CH2:11][CH2:10]3, predict the reaction product. The product is: [CH3:1][O:2][CH2:3][O:4][C:5]1[CH:6]=[CH:7][C:8]2[C@@H:9]3[C@@H:17]([C@H:18]([CH2:22][CH2:23][CH2:24][CH2:25][O:26][CH2:27][CH2:28][O:29][CH2:30][CH2:31][O:32][CH2:33][CH2:34][O:35][CH2:36][CH2:37][OH:38])[CH2:19][C:20]=2[CH:21]=1)[C@H:16]1[C@@:12]([CH3:50])([C@@H:13]([O:46][CH2:47][O:48][CH3:49])[CH2:14][CH2:15]1)[CH2:11][CH2:10]3. (6) Given the reactants CCOC(C)=O.O1CCCCC1[O:13][NH:14][C:15]([C:17]1([S:27]([C:30]2[CH:35]=[CH:34][C:33]([C:36]3[CH:41]=[CH:40][C:39]([CH2:42][CH2:43][C:44]([F:47])([F:46])[CH3:45])=[CH:38][CH:37]=3)=[CH:32][CH:31]=2)(=[O:29])=[O:28])[CH2:22][CH2:21][N:20]([CH2:23][CH2:24][O:25][CH3:26])[CH2:19][CH2:18]1)=[O:16].[ClH:48].C1(N2CCC(S(C3C=CC(C4C=CC(OC(F)(F)C(F)F)=CC=4)=CC=3)(=O)=O)(C(NOC3CCCCO3)=O)CC2)CC1, predict the reaction product. The product is: [ClH:48].[F:47][C:44]([F:46])([CH3:45])[CH2:43][CH2:42][C:39]1[CH:40]=[CH:41][C:36]([C:33]2[CH:34]=[CH:35][C:30]([S:27]([C:17]3([C:15]([NH:14][OH:13])=[O:16])[CH2:22][CH2:21][N:20]([CH2:23][CH2:24][O:25][CH3:26])[CH2:19][CH2:18]3)(=[O:29])=[O:28])=[CH:31][CH:32]=2)=[CH:37][CH:38]=1.